This data is from Reaction yield outcomes from USPTO patents with 853,638 reactions. The task is: Predict the reaction yield, written as a fraction of the theoretical maximum amount of product (1.0 means a 100% yield; for example, 0.34 means a 34% yield). (1) The product is [CH2:5]([C:12]1[N:13]([CH2:29][C:30]2[CH:35]=[CH:34][C:33]([C:36]3[CH:37]=[CH:38][CH:39]=[CH:40][CH:41]=3)=[CH:32][CH:31]=2)[N:14]=[C:15]2[N:16]3[CH2:25][C:24]([CH3:28])([CH3:27])[N:23]=[C:17]3[N:18]([CH3:22])[C:19](=[O:21])[C:20]=12)[C:6]1[CH:11]=[CH:10][CH:9]=[CH:8][CH:7]=1. The yield is 0.670. The catalyst is C(Cl)Cl. The reactants are S(Cl)(Cl)=O.[CH2:5]([C:12]1[N:13]([CH2:29][C:30]2[CH:35]=[CH:34][C:33]([C:36]3[CH:41]=[CH:40][CH:39]=[CH:38][CH:37]=3)=[CH:32][CH:31]=2)[N:14]=[C:15]2[C:20]=1[C:19](=[O:21])[N:18]([CH3:22])[C:17](=[N:23][C:24]([CH3:28])([CH3:27])[CH2:25]O)[NH:16]2)[C:6]1[CH:11]=[CH:10][CH:9]=[CH:8][CH:7]=1. (2) The reactants are Br[C:2]1[N:6](S(C2C=CC=CC=2)(=O)=O)[CH:5]=[C:4]([CH:16]=[O:17])[C:3]=1[CH3:18].[C:19]1(B(O)O)[CH:24]=[CH:23][CH:22]=[CH:21][CH:20]=1.C(=O)([O-])[O-].[Na+].[Na+].[OH-].[Na+]. The catalyst is COCCOC.O. The product is [CH3:18][C:3]1[C:4]([CH:16]=[O:17])=[CH:5][NH:6][C:2]=1[C:19]1[CH:24]=[CH:23][CH:22]=[CH:21][CH:20]=1. The yield is 0.690. (3) The reactants are [C:1]1([P:7]([C:28]2[CH:33]=[CH:32][CH:31]=[CH:30][CH:29]=2)[C:8]2[CH:9]=[CH:10][CH:11]=[C:12]3[C:17]=2[NH:16][CH:15]([C:18]2[C:27]4[C:22](=[CH:23][CH:24]=[CH:25][CH:26]=4)[CH:21]=[CH:20][CH:19]=2)[CH:14]=[CH:13]3)[CH:6]=[CH:5][CH:4]=[CH:3][CH:2]=1.[OH:34]O. The catalyst is C(Cl)Cl. The product is [C:28]1([P:7]([C:1]2[CH:2]=[CH:3][CH:4]=[CH:5][CH:6]=2)([C:8]2[CH:9]=[CH:10][CH:11]=[C:12]3[C:17]=2[NH:16][CH:15]([C:18]2[C:27]4[C:22](=[CH:23][CH:24]=[CH:25][CH:26]=4)[CH:21]=[CH:20][CH:19]=2)[CH:14]=[CH:13]3)=[O:34])[CH:29]=[CH:30][CH:31]=[CH:32][CH:33]=1. The yield is 0.910. (4) The reactants are [C:1]([C:3]1[N:4]=[C:5]([C:29]2[C:34]([F:35])=[CH:33][CH:32]=[CH:31][C:30]=2[F:36])[O:6][C:7]=1[NH:8][C:9]1[CH:14]=[CH:13][C:12]([NH:15][C:16](=[O:28])[CH2:17][CH2:18][N:19]([CH3:27])C(=O)OC(C)(C)C)=[CH:11][CH:10]=1)#[N:2].C(=O)(O)[O-:38].[Na+].[OH-].[Na+]. The catalyst is S(=O)(=O)(O)O. The product is [F:35][C:34]1[CH:33]=[CH:32][CH:31]=[C:30]([F:36])[C:29]=1[C:5]1[O:6][C:7]([NH:8][C:9]2[CH:14]=[CH:13][C:12]([NH:15][C:16](=[O:28])[CH2:17][CH2:18][NH:19][CH3:27])=[CH:11][CH:10]=2)=[C:3]([C:1]([NH2:2])=[O:38])[N:4]=1. The yield is 0.220.